Dataset: Peptide-MHC class I binding affinity with 185,985 pairs from IEDB/IMGT. Task: Regression. Given a peptide amino acid sequence and an MHC pseudo amino acid sequence, predict their binding affinity value. This is MHC class I binding data. The MHC is HLA-A02:01 with pseudo-sequence HLA-A02:01. The peptide sequence is KILTREMGFL. The binding affinity (normalized) is 0.205.